The task is: Predict the reactants needed to synthesize the given product.. This data is from Full USPTO retrosynthesis dataset with 1.9M reactions from patents (1976-2016). (1) The reactants are: [NH2:1][C:2]1[CH:9]=[CH:8][CH:7]=[CH:6][C:3]=1[CH:4]=[O:5].C(N(CC)CC)C.[C:17](Cl)(=[O:20])[CH2:18][CH3:19]. Given the product [CH:4]([C:3]1[CH:6]=[CH:7][CH:8]=[CH:9][C:2]=1[NH:1][C:17](=[O:20])[CH2:18][CH3:19])=[O:5], predict the reactants needed to synthesize it. (2) Given the product [CH3:11][O:10][C:4]1[CH:3]=[C:2]([OH:1])[CH:9]=[CH:8][C:5]=1[CH2:6][N:12]1[CH2:17][CH2:16][CH2:15][CH2:14][CH2:13]1, predict the reactants needed to synthesize it. The reactants are: [OH:1][C:2]1[CH:9]=[CH:8][C:5]([CH:6]=O)=[C:4]([O:10][CH3:11])[CH:3]=1.[NH:12]1[CH2:17][CH2:16][CH2:15][CH2:14][CH2:13]1.C(O[BH-](OC(=O)C)OC(=O)C)(=O)C.[Na+]. (3) The reactants are: C([N:14]1[CH2:17][CH:16]([N:18]2[CH:22]=[C:21]([C:23]3[C:24]([O:38][C:39]4[CH:44]=[CH:43][C:42]([F:45])=[CH:41][CH:40]=4)=[C:25]4[C:30](=[CH:31][CH:32]=3)[N:29]([C:33]([O:35][CH3:36])=[O:34])[C@@H:28]([CH3:37])[CH2:27][CH2:26]4)[CH:20]=[N:19]2)[CH:15]1[CH3:46])(C1C=CC=CC=1)C1C=CC=CC=1.ClCCCl.ClC(OC(Cl)C)=O. Given the product [F:45][C:42]1[CH:41]=[CH:40][C:39]([O:38][C:24]2[C:23]([C:21]3[CH:20]=[N:19][N:18]([CH:16]4[CH2:17][NH:14][CH:15]4[CH3:46])[CH:22]=3)=[CH:32][CH:31]=[C:30]3[C:25]=2[CH2:26][CH2:27][C@H:28]([CH3:37])[N:29]3[C:33]([O:35][CH3:36])=[O:34])=[CH:44][CH:43]=1, predict the reactants needed to synthesize it. (4) Given the product [F:22][C:23]1[CH:24]=[C:25]([CH:28]=[CH:29][CH:30]=1)[CH2:26][O:7][C:8]1[C:9]([Cl:21])=[CH:10][C:11]2[CH:12]([CH3:20])[CH:13]3[CH2:17][NH:16][CH2:15][CH:14]3[C:18]=2[CH:19]=1, predict the reactants needed to synthesize it. The reactants are: C(NC(=O)[O-])C.[OH:7][C:8]1[C:9]([Cl:21])=[CH:10][C:11]2[CH:12]([CH3:20])[CH:13]3[CH2:17][NH:16][CH2:15][CH:14]3[C:18]=2[CH:19]=1.[F:22][C:23]1[CH:24]=[C:25]([CH:28]=[CH:29][CH:30]=1)[CH2:26]Br. (5) Given the product [C:1]1([CH2:7][CH2:8][CH2:9][CH2:10][C:11]([NH:20][C:19]2[CH:18]=[CH:17][C:30]([C:31]([NH:27][NH2:28])=[O:44])=[CH:35][CH:34]=2)=[O:13])[CH:2]=[CH:3][CH:4]=[CH:5][CH:6]=1, predict the reactants needed to synthesize it. The reactants are: [C:1]1([CH2:7][CH2:8][CH2:9][CH2:10][C:11]([OH:13])=O)[CH:6]=[CH:5][CH:4]=[CH:3][CH:2]=1.Cl.CN(C)[CH2:17][CH2:18][CH2:19][N:20]=C=NCC.O[N:27]1[C:31]2C=C[CH:34]=[CH:35][C:30]=2N=[N:28]1.NC1C=C(S(N)(=O)=[O:44])C=CC=1. (6) Given the product [Br:19][CH2:11][C:9]1[N:10]=[C:5]2[CH:4]=[CH:3][C:2]([Cl:1])=[CH:7][N:6]2[N:8]=1, predict the reactants needed to synthesize it. The reactants are: [Cl:1][C:2]1[CH:3]=[CH:4][C:5]2[N:6]([N:8]=[C:9]([CH3:11])[N:10]=2)[CH:7]=1.C1C(=O)N([Br:19])C(=O)C1. (7) Given the product [OH:23][CH:22]([C:21]1[N:17]([CH3:16])[N:18]=[N:19][C:20]=1[C:24]1[CH:29]=[CH:28][CH:27]=[CH:26][N:25]=1)[CH2:1][C:2]1[S:3][C:4]([C:8]([OH:10])=[O:9])=[C:5]([CH3:7])[N:6]=1, predict the reactants needed to synthesize it. The reactants are: [CH3:1][C:2]1[S:3][C:4]([C:8]([OH:10])=[O:9])=[C:5]([CH3:7])[N:6]=1.[Li]CCCC.[CH3:16][N:17]1[C:21]([CH:22]=[O:23])=[C:20]([C:24]2[CH:29]=[CH:28][CH:27]=[CH:26][N:25]=2)[N:19]=[N:18]1. (8) Given the product [CH2:9]([O:13][C:14]1[CH:19]=[CH:18][C:17]([S:20]([NH:1][C:2]2[O:6][N:5]=[C:4]([CH3:7])[C:3]=2[Br:8])(=[O:22])=[O:21])=[CH:16][CH:15]=1)[CH2:10][CH2:11][CH3:12], predict the reactants needed to synthesize it. The reactants are: [NH2:1][C:2]1[O:6][N:5]=[C:4]([CH3:7])[C:3]=1[Br:8].[CH2:9]([O:13][C:14]1[CH:19]=[CH:18][C:17]([S:20](Cl)(=[O:22])=[O:21])=[CH:16][CH:15]=1)[CH2:10][CH2:11][CH3:12]. (9) Given the product [Cl:1][C:2]1[CH:3]=[CH:4][C:5]([O:22][S:30]([C:33]([F:36])([F:35])[F:34])(=[O:32])=[O:31])=[C:6]2[C:11]=1[N:10]=[C:9]([CH3:12])[C:8]([S:13][C:14]1[CH:19]=[CH:18][C:17]([Cl:20])=[CH:16][CH:15]=1)=[C:7]2[CH3:21], predict the reactants needed to synthesize it. The reactants are: [Cl:1][C:2]1[C:11]2[N:10]=[C:9]([CH3:12])[C:8]([S:13][C:14]3[CH:19]=[CH:18][C:17]([Cl:20])=[CH:16][CH:15]=3)=[C:7]([CH3:21])[C:6]=2[C:5]([OH:22])=[CH:4][CH:3]=1.C1C=CC(N([S:30]([C:33]([F:36])([F:35])[F:34])(=[O:32])=[O:31])[S:30]([C:33]([F:36])([F:35])[F:34])(=[O:32])=[O:31])=CC=1.C(=O)([O-])[O-].[K+].[K+].